From a dataset of Full USPTO retrosynthesis dataset with 1.9M reactions from patents (1976-2016). Predict the reactants needed to synthesize the given product. (1) The reactants are: [F:1][C:2]1[CH:3]=[C:4]2[C:9](=[C:10]([N+:12]([O-])=O)[CH:11]=1)[N:8]=[CH:7][CH:6]=[CH:5]2. Given the product [NH2:12][C:10]1[CH:11]=[C:2]([F:1])[CH:3]=[C:4]2[C:9]=1[NH:8][CH2:7][CH2:6][CH2:5]2, predict the reactants needed to synthesize it. (2) Given the product [CH2:10]1[C@@H:9]2[CH2:12][CH2:13][CH2:14][N:8]2[CH2:7][C@@H:6]([CH2:5][OH:4])[O:11]1, predict the reactants needed to synthesize it. The reactants are: C([O:4][CH2:5][C@H:6]1[O:11][CH2:10][C@@H:9]2[CH2:12][CH2:13][CH2:14][N:8]2[CH2:7]1)(=O)C.C[O-].[Na+].Cl.O1CCOCC1.